This data is from Reaction yield outcomes from USPTO patents with 853,638 reactions. The task is: Predict the reaction yield, written as a fraction of the theoretical maximum amount of product (1.0 means a 100% yield; for example, 0.34 means a 34% yield). (1) The catalyst is CCO. The reactants are [O:1]([CH2:8][C:9]([NH:11][C:12]1[CH:21]=[CH:20][C:15]([C:16](OC)=[O:17])=[CH:14][CH:13]=1)=[O:10])[C:2]1[CH:7]=[CH:6][CH:5]=[CH:4][CH:3]=1.O.[NH2:23][NH2:24].O. The yield is 0.460. The product is [NH:23]([C:16]([C:15]1[CH:20]=[CH:21][C:12]([NH:11][C:9](=[O:10])[CH2:8][O:1][C:2]2[CH:7]=[CH:6][CH:5]=[CH:4][CH:3]=2)=[CH:13][CH:14]=1)=[O:17])[NH2:24]. (2) The reactants are Br[C:2]1[CH:15]=[CH:14][CH:13]=[CH:12][C:3]=1[CH2:4][NH:5][C:6](=[O:11])[C:7]([F:10])([F:9])[F:8].CC1(C)C(C)(C)OB([C:24]2[CH:30]=[CH:29][C:27]([NH2:28])=[CH:26][CH:25]=2)O1.C1C=CC(P(C2C=CC=CC=2)C2C=CC=CC=2)=CC=1.C([O-])([O-])=O.[K+].[K+]. The catalyst is CN(C=O)C.CC([O-])=O.CC([O-])=O.[Pd+2]. The product is [NH2:28][C:27]1[CH:29]=[CH:30][C:24]([C:2]2[CH:15]=[CH:14][CH:13]=[CH:12][C:3]=2[CH2:4][NH:5][C:6](=[O:11])[C:7]([F:10])([F:9])[F:8])=[CH:25][CH:26]=1. The yield is 0.490. (3) The reactants are [Br:1][C:2]1[CH:7]=[C:6]([CH:8]=O)[C:5]([O:10][CH2:11][C:12]([OH:14])=[O:13])=[C:4]([F:15])[CH:3]=1.C([O-])(=O)C.[Na+].[OH-].[Na+]. The catalyst is C(OC(=O)C)(=O)C.C1(C)C=CC=CC=1.O. The product is [Br:1][C:2]1[CH:3]=[C:4]([F:15])[C:5]2[O:10][C:11]([C:12]([OH:14])=[O:13])=[CH:8][C:6]=2[CH:7]=1. The yield is 0.480.